Dataset: NCI-60 drug combinations with 297,098 pairs across 59 cell lines. Task: Regression. Given two drug SMILES strings and cell line genomic features, predict the synergy score measuring deviation from expected non-interaction effect. (1) Drug 1: C1CCN(CC1)CCOC2=CC=C(C=C2)C(=O)C3=C(SC4=C3C=CC(=C4)O)C5=CC=C(C=C5)O. Drug 2: CCC1=CC2CC(C3=C(CN(C2)C1)C4=CC=CC=C4N3)(C5=C(C=C6C(=C5)C78CCN9C7C(C=CC9)(C(C(C8N6C)(C(=O)OC)O)OC(=O)C)CC)OC)C(=O)OC.C(C(C(=O)O)O)(C(=O)O)O. Cell line: MALME-3M. Synergy scores: CSS=56.6, Synergy_ZIP=5.19, Synergy_Bliss=5.24, Synergy_Loewe=7.00, Synergy_HSA=9.11. (2) Drug 1: CNC(=O)C1=CC=CC=C1SC2=CC3=C(C=C2)C(=NN3)C=CC4=CC=CC=N4. Drug 2: CC1=C(C(=CC=C1)Cl)NC(=O)C2=CN=C(S2)NC3=CC(=NC(=N3)C)N4CCN(CC4)CCO. Cell line: M14. Synergy scores: CSS=-10.5, Synergy_ZIP=1.50, Synergy_Bliss=-8.16, Synergy_Loewe=-13.1, Synergy_HSA=-12.2. (3) Drug 1: CC1=C(C=C(C=C1)NC2=NC=CC(=N2)N(C)C3=CC4=NN(C(=C4C=C3)C)C)S(=O)(=O)N.Cl. Drug 2: COC1=CC(=CC(=C1O)OC)C2C3C(COC3=O)C(C4=CC5=C(C=C24)OCO5)OC6C(C(C7C(O6)COC(O7)C8=CC=CS8)O)O. Cell line: ACHN. Synergy scores: CSS=58.5, Synergy_ZIP=-1.74, Synergy_Bliss=-3.03, Synergy_Loewe=-5.57, Synergy_HSA=0.0890. (4) Drug 1: CNC(=O)C1=CC=CC=C1SC2=CC3=C(C=C2)C(=NN3)C=CC4=CC=CC=N4. Drug 2: C1=NNC2=C1C(=O)NC=N2. Cell line: SNB-75. Synergy scores: CSS=4.03, Synergy_ZIP=-1.79, Synergy_Bliss=0.113, Synergy_Loewe=1.34, Synergy_HSA=1.43. (5) Drug 1: C1=C(C(=O)NC(=O)N1)N(CCCl)CCCl. Drug 2: C1=C(C(=O)NC(=O)N1)F. Cell line: COLO 205. Synergy scores: CSS=73.1, Synergy_ZIP=-4.53, Synergy_Bliss=-4.17, Synergy_Loewe=5.40, Synergy_HSA=6.32.